Dataset: Reaction yield outcomes from USPTO patents with 853,638 reactions. Task: Predict the reaction yield, written as a fraction of the theoretical maximum amount of product (1.0 means a 100% yield; for example, 0.34 means a 34% yield). (1) The reactants are [Si:1]([O:8][CH2:9][C:10]1[C:18]([C:19]2[CH:20]=[N:21][N:22]([CH3:24])[CH:23]=2)=[CH:17][CH:16]=[C:15]2[C:11]=1[CH2:12][CH2:13][NH:14]2)([C:4]([CH3:7])([CH3:6])[CH3:5])([CH3:3])[CH3:2].Br[C:26]1[C:30]2[CH2:31][N:32]([C:35](=[O:37])[CH3:36])[CH2:33][CH2:34][C:29]=2[N:28]([CH:38]2[CH2:42][CH2:41][O:40][CH2:39]2)[N:27]=1.COC(C)(C)C.C1(P(C2CCCCC2)C2C=CC=CC=2C2C(OC(C)C)=CC=CC=2OC(C)C)CCCCC1.C(O[Na])(C)(C)C. The catalyst is O1CCOCC1. The product is [Si:1]([O:8][CH2:9][C:10]1[C:18]([C:19]2[CH:20]=[N:21][N:22]([CH3:24])[CH:23]=2)=[CH:17][CH:16]=[C:15]2[C:11]=1[CH2:12][CH2:13][N:14]2[C:26]1[C:30]2[CH2:31][N:32]([C:35](=[O:37])[CH3:36])[CH2:33][CH2:34][C:29]=2[N:28]([CH:38]2[CH2:42][CH2:41][O:40][CH2:39]2)[N:27]=1)([C:4]([CH3:6])([CH3:7])[CH3:5])([CH3:2])[CH3:3]. The yield is 0.300. (2) The reactants are Br[C:2]1[CH:7]=[CH:6][N:5]=[C:4]2[N:8]([S:14]([C:17]3[CH:22]=[CH:21][CH:20]=[CH:19][CH:18]=3)(=[O:16])=[O:15])[C:9]([CH:11]([F:13])[F:12])=[CH:10][C:3]=12.[O:23]=[S:24]1(=[O:48])[CH2:28][CH2:27][CH:26]([NH:29][S:30]([C:33]2[CH:38]=[CH:37][C:36](B3OC(C)(C)C(C)(C)O3)=[CH:35][CH:34]=2)(=[O:32])=[O:31])[CH2:25]1.C(=O)([O-])[O-].[Na+].[Na+].C(Cl)Cl. The catalyst is O1CCOCC1.O.[Cl-].[Na+].O.[Pd].C1(P([C-]2C=CC=C2)C2C=CC=CC=2)C=CC=CC=1.[C-]1(P(C2C=CC=CC=2)C2C=CC=CC=2)C=CC=C1.[Fe+2]. The product is [F:12][CH:11]([F:13])[C:9]1[N:8]([S:14]([C:17]2[CH:22]=[CH:21][CH:20]=[CH:19][CH:18]=2)(=[O:16])=[O:15])[C:4]2=[N:5][CH:6]=[CH:7][C:2]([C:36]3[CH:35]=[CH:34][C:33]([S:30]([NH:29][CH:26]4[CH2:27][CH2:28][S:24](=[O:23])(=[O:48])[CH2:25]4)(=[O:31])=[O:32])=[CH:38][CH:37]=3)=[C:3]2[CH:10]=1. The yield is 0.560. (3) The reactants are C([Mg]Cl)(C)C.[C:6]([CH2:8][C:9]([OH:11])=O)#[N:7].[Cl:12][C:13]1[CH:18]=[CH:17][C:16]([CH2:19]C(O)=O)=[CH:15][CH:14]=1.C1N=CN(C(N2C=NC=C2)=O)C=1. The catalyst is O1CCCC1.C(O)(=O)C.O. The product is [Cl:12][C:13]1[CH:18]=[CH:17][C:16]([CH2:19][C:9](=[O:11])[CH2:8][C:6]#[N:7])=[CH:15][CH:14]=1. The yield is 0.570. (4) The reactants are [CH2:1]([NH:8][C:9](=[O:11])[O-:10])[C:2]1[CH:7]=[CH:6][CH:5]=[CH:4][CH:3]=1.[OH-].[Na+].[C:14]([O:18]Cl)(C)(C)C.C=[CH:21][C:22]1[CH:27]=[CH:26][CH:25]=[CH:24][CH:23]=1.[CH2:28]([OH:31])CC. The catalyst is CCOC(C)=O.CC[C@@H]1[C@@H]2C[C@H]([C@@H](OC3C4C(=CC=CC=4)C(O[C@@H](C4C=CN=C5C=4C=C(OC)C=C5)[C@@H]4N5C[C@H](CC)[C@@H](CC5)C4)=NN=3)C3C=CN=C4C=3C=C(OC)C=C4)N(CC2)C1. The product is [CH2:21]([O:11][C:9](=[O:10])[NH:8][C@H:1]([C:2]1[CH:7]=[CH:6][C:5]([O:18][CH3:14])=[CH:4][CH:3]=1)[CH2:28][OH:31])[C:22]1[CH:27]=[CH:26][CH:25]=[CH:24][CH:23]=1. The yield is 0.630. (5) The reactants are C(N(CC)[C:4]([C:6]1[CH:14]=[C:13]2[C:9]([C:10]([CH2:15][C@H:16]([NH:18][CH2:19][C@@H:20]([C:22]3[CH:27]=[CH:26][CH:25]=[C:24]([Cl:28])[CH:23]=3)[OH:21])[CH3:17])=[CH:11][NH:12]2)=[CH:8][CH:7]=1)=[O:5])C.Cl.[O:32]1CCOCC1. No catalyst specified. The product is [Cl:28][C:24]1[CH:23]=[C:22]([C@@H:20]([OH:21])[CH2:19][NH:18][C@H:16]([CH3:17])[CH2:15][C:10]2[C:9]3[C:13](=[CH:14][C:6]([C:4]([OH:5])=[O:32])=[CH:7][CH:8]=3)[NH:12][CH:11]=2)[CH:27]=[CH:26][CH:25]=1. The yield is 0.440. (6) The yield is 0.730. The catalyst is C(Cl)Cl.O. The product is [Cl:25][C:20]1[CH:19]=[C:18]([CH:23]=[CH:22][C:21]=1[Cl:24])[C:17]([NH:16][C:13]1[CH:12]=[CH:11][C:10]([O:9][C:8]2[CH:7]=[CH:6][C:5]([CH2:27][C:28]([O:30][C:31]([CH3:34])([CH3:33])[CH3:32])=[O:29])=[CH:4][C:3]=2[CH2:2][NH:1][C:41](=[O:48])[C:42]2[CH:47]=[CH:46][CH:45]=[N:44][CH:43]=2)=[CH:15][CH:14]=1)=[O:26]. The reactants are [NH2:1][CH2:2][C:3]1[CH:4]=[C:5]([CH2:27][C:28]([O:30][C:31]([CH3:34])([CH3:33])[CH3:32])=[O:29])[CH:6]=[CH:7][C:8]=1[O:9][C:10]1[CH:15]=[CH:14][C:13]([NH:16][C:17](=[O:26])[C:18]2[CH:23]=[CH:22][C:21]([Cl:24])=[C:20]([Cl:25])[CH:19]=2)=[CH:12][CH:11]=1.N1C=CC=CC=1.[C:41](Cl)(=[O:48])[C:42]1[CH:47]=[CH:46][CH:45]=[N:44][CH:43]=1. (7) The reactants are [CH3:1][O:2][C:3]1[C:4]([NH:27][C:28]2[N:33]=[C:32]([C:34]3[C:42]4[C:37](=[CH:38][CH:39]=[CH:40][CH:41]=4)[N:36]([CH3:43])[CH:35]=3)[CH:31]=[CH:30][N:29]=2)=[CH:5][C:6]([NH:22][C:23](=[O:26])[CH:24]=[CH2:25])=[C:7]([N:9]([CH3:21])[CH2:10][CH2:11][N:12](C)[C:13](=O)OC(C)(C)C)[CH:8]=1. The catalyst is C(Cl)Cl.C(O)(C(F)(F)F)=O. The product is [CH3:1][O:2][C:3]1[C:4]([NH:27][C:28]2[N:33]=[C:32]([C:34]3[C:42]4[C:37](=[CH:38][CH:39]=[CH:40][CH:41]=4)[N:36]([CH3:43])[CH:35]=3)[CH:31]=[CH:30][N:29]=2)=[CH:5][C:6]([NH:22][C:23](=[O:26])[CH:24]=[CH2:25])=[C:7]([N:9]([CH3:21])[CH2:10][CH2:11][NH:12][CH3:13])[CH:8]=1. The yield is 0.410.